From a dataset of Full USPTO retrosynthesis dataset with 1.9M reactions from patents (1976-2016). Predict the reactants needed to synthesize the given product. (1) Given the product [CH3:25][O:26][CH:27]1[CH2:28][N:29]([C:31]2[CH:38]=[CH:37][C:36]([C:2]3[N:3]=[C:4]([NH:8][C:9]4[CH:14]=[CH:13][C:12]([N:15]5[CH2:20][CH2:19][N:18]([CH:21]6[CH2:24][O:23][CH2:22]6)[CH2:17][CH2:16]5)=[CH:11][CH:10]=4)[N:5]=[CH:6][N:7]=3)=[CH:35][C:32]=2[C:33]#[N:34])[CH2:30]1, predict the reactants needed to synthesize it. The reactants are: Cl[C:2]1[N:7]=[CH:6][N:5]=[C:4]([NH:8][C:9]2[CH:14]=[CH:13][C:12]([N:15]3[CH2:20][CH2:19][N:18]([CH:21]4[CH2:24][O:23][CH2:22]4)[CH2:17][CH2:16]3)=[CH:11][CH:10]=2)[N:3]=1.[CH3:25][O:26][CH:27]1[CH2:30][N:29]([C:31]2[CH:38]=[CH:37][C:36](B3OC(C)(C)C(C)(C)O3)=[CH:35][C:32]=2[C:33]#[N:34])[CH2:28]1.C(=O)([O-])[O-].[Na+].[Na+]. (2) The reactants are: [CH2:1]([O:5][C:6]1[CH:11]=[CH:10][C:9]([C:12]2[S:13][CH:14]=[CH:15][CH:16]=2)=[CH:8][CH:7]=1)[CH2:2][CH2:3][CH3:4].O.O[O:19][S:20]([O-:22])=O.[K+].O1CCC[CH2:25]1. Given the product [CH2:1]([O:5][C:6]1[CH:11]=[CH:10][C:9]([C:12]2[S:13][C:14]([S:20]([CH3:25])(=[O:22])=[O:19])=[CH:15][CH:16]=2)=[CH:8][CH:7]=1)[CH2:2][CH2:3][CH3:4], predict the reactants needed to synthesize it. (3) Given the product [CH3:53][N:54]([CH2:55][C:56]1[CH:61]=[CH:60][C:59]([C:27]2[N:35]3[C:30]([CH:31]=[N:32][C:33]([NH:36][C:37]4[CH:42]=[CH:41][C:40]([CH:43]5[CH2:48][CH2:47][N:46]([CH2:49][C:50]([NH2:52])=[O:51])[CH2:45][CH2:44]5)=[CH:39][CH:38]=4)=[N:34]3)=[CH:29][CH:28]=2)=[CH:58][CH:57]=1)[CH3:71], predict the reactants needed to synthesize it. The reactants are: C1(P(C2C=CC=CC=2)C2C=CC=CC=2)C=CC=CC=1.O1CCOCC1.Br[C:27]1[N:35]2[C:30]([CH:31]=[N:32][C:33]([NH:36][C:37]3[CH:42]=[CH:41][C:40]([CH:43]4[CH2:48][CH2:47][N:46]([CH2:49][C:50]([NH2:52])=[O:51])[CH2:45][CH2:44]4)=[CH:39][CH:38]=3)=[N:34]2)=[CH:29][CH:28]=1.[CH3:53][N:54]([CH3:71])[CH2:55][C:56]1[CH:61]=[CH:60][C:59](B2OC(C)(C)C(C)(C)O2)=[CH:58][CH:57]=1.Cl.C(=O)([O-])[O-].[Na+].[Na+].O.O1CCCC1. (4) Given the product [OH:8][C:7]1[C:9]([C:22]([O:26][CH2:27][CH3:28])=[O:29])=[CH:10][N:32]=[C:4]([OH:3])[CH:6]=1, predict the reactants needed to synthesize it. The reactants are: CC[O:3][C:4]([CH2:6][C:7]([CH2:9][C:10](OCC)=O)=[O:8])=O.C(OC(=O)C)(=O)C.[CH:22]([O:29]CC)([O:26][CH2:27][CH3:28])OCC.[NH3:32].Cl. (5) Given the product [CH3:8][C:7]1[C:6](=[O:9])[NH:5][CH:4]=[N:3][C:2]=1[NH:11][C:12]1[CH:17]=[CH:16][CH:15]=[CH:14][CH:13]=1, predict the reactants needed to synthesize it. The reactants are: Cl[C:2]1[C:7]([CH3:8])=[C:6]([O:9]C)[N:5]=[CH:4][N:3]=1.[NH2:11][C:12]1[CH:17]=[CH:16][CH:15]=[CH:14][CH:13]=1. (6) Given the product [Br:1][C:2]1[CH:3]=[C:4]2[C:9]([NH:10][C@H:11]3[C@@H:15]([CH2:16][F:17])[CH2:14][NH:13][CH2:12]3)=[C:8]([C:28]([NH2:29])=[O:30])[CH:7]=[N:6][N:5]2[CH:31]=1, predict the reactants needed to synthesize it. The reactants are: [Br:1][C:2]1[CH:3]=[C:4]2[C:9]([NH:10][C@H:11]3[C@@H:15]([CH2:16][F:17])[CH2:14][N:13](C(OCC4C=CC=CC=4)=O)[CH2:12]3)=[C:8]([C:28](=[O:30])[NH2:29])[CH:7]=[N:6][N:5]2[CH:31]=1.[Si](I)(C)(C)C. (7) Given the product [CH3:1][C:2]1[O:6][N:5]=[C:4]([C:7]2[CH:13]=[CH:12][C:10]([NH:11][C:14](=[O:17])[CH3:15])=[C:9]([N+:21]([O-:23])=[O:22])[CH:8]=2)[N:3]=1, predict the reactants needed to synthesize it. The reactants are: [CH3:1][C:2]1[O:6][N:5]=[C:4]([C:7]2[CH:13]=[CH:12][C:10]([NH2:11])=[CH:9][CH:8]=2)[N:3]=1.[C:14]([O:17]C(=O)C)(=O)[CH3:15].[N+:21]([O-])([OH:23])=[O:22]. (8) Given the product [F:25][C:19]1[C:20]([F:24])=[CH:21][CH:22]=[CH:23][C:18]=1[C:16]1[N:17]=[C:12]2[CH:11]=[N:10][N:9]([CH2:8][C:5]3[CH:4]=[N:3][C:2]([C:33]4[CH:34]=[CH:35][C:30]([O:29][CH2:26][CH2:27][CH3:28])=[CH:31][C:32]=4[C:39]([F:40])([F:41])[F:42])=[N:7][CH:6]=3)[CH:14]=[C:13]2[N:15]=1, predict the reactants needed to synthesize it. The reactants are: Cl[C:2]1[N:7]=[CH:6][C:5]([CH2:8][N:9]2[CH:14]=[C:13]3[N:15]=[C:16]([C:18]4[CH:23]=[CH:22][CH:21]=[C:20]([F:24])[C:19]=4[F:25])[N:17]=[C:12]3[CH:11]=[N:10]2)=[CH:4][N:3]=1.[CH2:26]([O:29][C:30]1[CH:35]=[CH:34][C:33](B(O)O)=[C:32]([C:39]([F:42])([F:41])[F:40])[CH:31]=1)[CH2:27][CH3:28].